Dataset: NCI-60 drug combinations with 297,098 pairs across 59 cell lines. Task: Regression. Given two drug SMILES strings and cell line genomic features, predict the synergy score measuring deviation from expected non-interaction effect. (1) Drug 1: COC1=C(C=C2C(=C1)N=CN=C2NC3=CC(=C(C=C3)F)Cl)OCCCN4CCOCC4. Drug 2: C1C(C(OC1N2C=NC(=NC2=O)N)CO)O. Cell line: SN12C. Synergy scores: CSS=19.6, Synergy_ZIP=-7.67, Synergy_Bliss=-1.04, Synergy_Loewe=-1.80, Synergy_HSA=-0.378. (2) Drug 1: CC1C(C(=O)NC(C(=O)N2CCCC2C(=O)N(CC(=O)N(C(C(=O)O1)C(C)C)C)C)C(C)C)NC(=O)C3=C4C(=C(C=C3)C)OC5=C(C(=O)C(=C(C5=N4)C(=O)NC6C(OC(=O)C(N(C(=O)CN(C(=O)C7CCCN7C(=O)C(NC6=O)C(C)C)C)C)C(C)C)C)N)C. Drug 2: CC1CCCC2(C(O2)CC(NC(=O)CC(C(C(=O)C(C1O)C)(C)C)O)C(=CC3=CSC(=N3)C)C)C. Cell line: NCI/ADR-RES. Synergy scores: CSS=8.04, Synergy_ZIP=-1.26, Synergy_Bliss=0.0799, Synergy_Loewe=-2.93, Synergy_HSA=-1.95. (3) Drug 1: C1=NC(=NC(=O)N1C2C(C(C(O2)CO)O)O)N. Drug 2: C1CN(CCN1C(=O)CCBr)C(=O)CCBr. Cell line: PC-3. Synergy scores: CSS=21.1, Synergy_ZIP=-7.12, Synergy_Bliss=0.282, Synergy_Loewe=1.25, Synergy_HSA=2.68. (4) Drug 1: CN(CC1=CN=C2C(=N1)C(=NC(=N2)N)N)C3=CC=C(C=C3)C(=O)NC(CCC(=O)O)C(=O)O. Drug 2: CCC(=C(C1=CC=CC=C1)C2=CC=C(C=C2)OCCN(C)C)C3=CC=CC=C3.C(C(=O)O)C(CC(=O)O)(C(=O)O)O. Cell line: SNB-75. Synergy scores: CSS=42.2, Synergy_ZIP=0.335, Synergy_Bliss=0.391, Synergy_Loewe=-44.5, Synergy_HSA=-0.453. (5) Drug 1: C1CN1P(=S)(N2CC2)N3CC3. Drug 2: C(=O)(N)NO. Cell line: HS 578T. Synergy scores: CSS=10.0, Synergy_ZIP=-4.16, Synergy_Bliss=-2.54, Synergy_Loewe=-5.47, Synergy_HSA=-1.61. (6) Drug 2: CC12CCC3C(C1CCC2OP(=O)(O)O)CCC4=C3C=CC(=C4)OC(=O)N(CCCl)CCCl.[Na+]. Drug 1: CC1=C(C(=CC=C1)Cl)NC(=O)C2=CN=C(S2)NC3=CC(=NC(=N3)C)N4CCN(CC4)CCO. Cell line: BT-549. Synergy scores: CSS=3.52, Synergy_ZIP=1.36, Synergy_Bliss=2.21, Synergy_Loewe=-0.369, Synergy_HSA=1.40. (7) Drug 1: C1CC(=O)NC(=O)C1N2CC3=C(C2=O)C=CC=C3N. Drug 2: CC1=C2C(C(=O)C3(C(CC4C(C3C(C(C2(C)C)(CC1OC(=O)C(C(C5=CC=CC=C5)NC(=O)OC(C)(C)C)O)O)OC(=O)C6=CC=CC=C6)(CO4)OC(=O)C)O)C)O. Cell line: SF-268. Synergy scores: CSS=9.63, Synergy_ZIP=-12.6, Synergy_Bliss=-9.30, Synergy_Loewe=-35.9, Synergy_HSA=-8.78. (8) Drug 1: COC1=C(C=C2C(=C1)N=CN=C2NC3=CC(=C(C=C3)F)Cl)OCCCN4CCOCC4. Drug 2: CC1C(C(CC(O1)OC2CC(CC3=C2C(=C4C(=C3O)C(=O)C5=C(C4=O)C(=CC=C5)OC)O)(C(=O)CO)O)N)O.Cl. Cell line: HCC-2998. Synergy scores: CSS=44.8, Synergy_ZIP=1.80, Synergy_Bliss=2.45, Synergy_Loewe=-5.37, Synergy_HSA=3.56.